Task: Predict the reactants needed to synthesize the given product.. Dataset: Full USPTO retrosynthesis dataset with 1.9M reactions from patents (1976-2016) (1) Given the product [C:1]1([C:7]2[C:16]3[C:11](=[CH:12][CH:13]=[CH:14][CH:15]=3)[N:10]=[C:9]([C:17]3([C:30]([O:32][CH3:33])=[O:31])[CH2:22][CH2:21][CH2:20][NH:19][CH2:18]3)[N:8]=2)[CH:6]=[CH:5][CH:4]=[CH:3][CH:2]=1, predict the reactants needed to synthesize it. The reactants are: [C:1]1([C:7]2[C:16]3[C:11](=[CH:12][CH:13]=[CH:14][CH:15]=3)[N:10]=[C:9]([C:17]3([C:30]([O:32][CH3:33])=[O:31])[CH2:22][CH2:21][CH2:20][N:19](C(OC(C)(C)C)=O)[CH2:18]3)[N:8]=2)[CH:6]=[CH:5][CH:4]=[CH:3][CH:2]=1.CC(O)=O. (2) Given the product [CH3:15][NH:16][C:4]1[CH:9]=[CH:8][C:7]([S:10][C:11]([F:14])([F:13])[F:12])=[CH:6][N:5]=1, predict the reactants needed to synthesize it. The reactants are: CN.Cl[C:4]1[CH:9]=[CH:8][C:7]([S:10][C:11]([F:14])([F:13])[F:12])=[CH:6][N:5]=1.[CH3:15][N:16]1C(=O)CCC1.C(=O)([O-])[O-].[K+].[K+]. (3) Given the product [C:39]([N:38]([CH3:37])[CH2:42][CH2:43][N:44]([CH3:45])[C:23](=[O:24])[C@@H:22]1[CH2:26][CH2:27][CH2:28][N:21]1[C:19]([C:13]1[S:12][C:11]2=[N:10][C@:9]([C:30]3[CH:35]=[CH:34][C:33]([Cl:36])=[CH:32][CH:31]=3)([CH3:29])[C@@H:8]([C:5]3[CH:6]=[CH:7][C:2]([Cl:1])=[CH:3][CH:4]=3)[N:15]2[C:14]=1[CH:16]([CH3:17])[CH3:18])=[O:20])(=[O:41])[CH3:40], predict the reactants needed to synthesize it. The reactants are: [Cl:1][C:2]1[CH:7]=[CH:6][C:5]([C@H:8]2[N:15]3[C:11]([S:12][C:13]([C:19]([N:21]4[CH2:28][CH2:27][CH2:26][C@H:22]4[C:23](O)=[O:24])=[O:20])=[C:14]3[CH:16]([CH3:18])[CH3:17])=[N:10][C@:9]2([C:30]2[CH:35]=[CH:34][C:33]([Cl:36])=[CH:32][CH:31]=2)[CH3:29])=[CH:4][CH:3]=1.[CH3:37][N:38]([CH2:42][CH2:43][NH:44][CH3:45])[C:39](=[O:41])[CH3:40]. (4) Given the product [Cl:1][C:2]1[CH:3]=[C:4]([CH:12]([O:16][CH:17]2[CH2:22][CH2:21][CH2:20][CH:19]=[CH:18]2)[C:13]([NH:23][C:24]2[S:25][CH:26]=[CH:27][N:28]=2)=[O:15])[CH:5]=[CH:6][C:7]=1[S:8]([CH3:11])(=[O:10])=[O:9], predict the reactants needed to synthesize it. The reactants are: [Cl:1][C:2]1[CH:3]=[C:4]([CH:12]([O:16][CH:17]2[CH2:22][CH2:21][CH2:20][CH:19]=[CH:18]2)[C:13]([OH:15])=O)[CH:5]=[CH:6][C:7]=1[S:8]([CH3:11])(=[O:10])=[O:9].[NH2:23][C:24]1[S:25][CH:26]=[CH:27][N:28]=1.CN([P+](ON1N=NC2C=CC=CC1=2)(N(C)C)N(C)C)C.F[P-](F)(F)(F)(F)F.C(N(CC)CC)C. (5) Given the product [OH:8][CH:1]([C:2]1[CH:3]=[CH:4][CH:5]=[CH:6][CH:7]=1)[C:9]1[CH:10]=[CH:11][C:12]([C:15]2[NH:19][C:18]3[CH:20]=[CH:21][C:22]([C:24]([NH2:26])=[O:25])=[CH:23][C:17]=3[N:16]=2)=[CH:13][CH:14]=1, predict the reactants needed to synthesize it. The reactants are: [C:1]([C:9]1[CH:14]=[CH:13][C:12]([C:15]2[NH:19][C:18]3[CH:20]=[CH:21][C:22]([C:24]([NH2:26])=[O:25])=[CH:23][C:17]=3[N:16]=2)=[CH:11][CH:10]=1)(=[O:8])[C:2]1[CH:7]=[CH:6][CH:5]=[CH:4][CH:3]=1.[BH4-].[Na+]. (6) Given the product [CH:17]1([NH:16][C:15]2[N:10]3[N:9]=[C:8]([C:4]4[CH:5]=[CH:6][CH:7]=[C:2]([N:48]=[C:35]([C:36]5[CH:41]=[CH:40][CH:39]=[CH:38][CH:37]=5)[C:42]5[CH:47]=[CH:46][CH:45]=[CH:44][CH:43]=5)[CH:3]=4)[C:22]([C:23]4[CH:28]=[CH:27][N:26]=[C:25]([NH:29][CH:30]5[CH2:31][CH2:32][CH2:33][CH2:34]5)[N:24]=4)=[C:11]3[CH:12]=[CH:13][CH:14]=2)[CH2:21][CH2:20][CH2:19][CH2:18]1, predict the reactants needed to synthesize it. The reactants are: Br[C:2]1[CH:3]=[C:4]([C:8]2[C:22]([C:23]3[CH:28]=[CH:27][N:26]=[C:25]([NH:29][CH:30]4[CH2:34][CH2:33][CH2:32][CH2:31]4)[N:24]=3)=[C:11]3[CH:12]=[CH:13][CH:14]=[C:15]([NH:16][CH:17]4[CH2:21][CH2:20][CH2:19][CH2:18]4)[N:10]3[N:9]=2)[CH:5]=[CH:6][CH:7]=1.[C:35](=[NH:48])([C:42]1[CH:47]=[CH:46][CH:45]=[CH:44][CH:43]=1)[C:36]1[CH:41]=[CH:40][CH:39]=[CH:38][CH:37]=1.C1(P(C2C=CC=CC=2)C2C=CC3C(=CC=CC=3)C=2C2C3C(=CC=CC=3)C=CC=2P(C2C=CC=CC=2)C2C=CC=CC=2)C=CC=CC=1.CC(C)([O-])C.[Na+].